Dataset: NCI-60 drug combinations with 297,098 pairs across 59 cell lines. Task: Regression. Given two drug SMILES strings and cell line genomic features, predict the synergy score measuring deviation from expected non-interaction effect. (1) Drug 1: CCCCC(=O)OCC(=O)C1(CC(C2=C(C1)C(=C3C(=C2O)C(=O)C4=C(C3=O)C=CC=C4OC)O)OC5CC(C(C(O5)C)O)NC(=O)C(F)(F)F)O. Drug 2: CC(C)CN1C=NC2=C1C3=CC=CC=C3N=C2N. Synergy scores: CSS=45.6, Synergy_ZIP=3.91, Synergy_Bliss=1.53, Synergy_Loewe=0.458, Synergy_HSA=1.09. Cell line: HOP-92. (2) Drug 1: CC12CCC(CC1=CCC3C2CCC4(C3CC=C4C5=CN=CC=C5)C)O. Drug 2: CS(=O)(=O)OCCCCOS(=O)(=O)C. Cell line: A549. Synergy scores: CSS=18.4, Synergy_ZIP=-5.88, Synergy_Bliss=-5.36, Synergy_Loewe=-7.44, Synergy_HSA=-6.45. (3) Drug 1: C1=CC(=CC=C1CCCC(=O)O)N(CCCl)CCCl. Drug 2: C1=NC2=C(N=C(N=C2N1C3C(C(C(O3)CO)O)F)Cl)N. Cell line: NCI/ADR-RES. Synergy scores: CSS=34.0, Synergy_ZIP=-6.15, Synergy_Bliss=-7.95, Synergy_Loewe=-12.1, Synergy_HSA=-4.68. (4) Drug 1: CS(=O)(=O)C1=CC(=C(C=C1)C(=O)NC2=CC(=C(C=C2)Cl)C3=CC=CC=N3)Cl. Drug 2: C1C(C(OC1N2C=NC(=NC2=O)N)CO)O. Cell line: MCF7. Synergy scores: CSS=17.7, Synergy_ZIP=-4.35, Synergy_Bliss=1.73, Synergy_Loewe=0.529, Synergy_HSA=3.87. (5) Drug 1: CC1C(C(CC(O1)OC2CC(CC3=C2C(=C4C(=C3O)C(=O)C5=C(C4=O)C(=CC=C5)OC)O)(C(=O)C)O)N)O.Cl. Drug 2: CC(C1=C(C=CC(=C1Cl)F)Cl)OC2=C(N=CC(=C2)C3=CN(N=C3)C4CCNCC4)N. Cell line: MDA-MB-231. Synergy scores: CSS=5.55, Synergy_ZIP=-6.32, Synergy_Bliss=-7.20, Synergy_Loewe=-13.9, Synergy_HSA=-6.92. (6) Drug 1: CC1=C2C(C(=O)C3(C(CC4C(C3C(C(C2(C)C)(CC1OC(=O)C(C(C5=CC=CC=C5)NC(=O)OC(C)(C)C)O)O)OC(=O)C6=CC=CC=C6)(CO4)OC(=O)C)OC)C)OC. Drug 2: C1C(C(OC1N2C=NC3=C(N=C(N=C32)Cl)N)CO)O. Cell line: HOP-92. Synergy scores: CSS=40.5, Synergy_ZIP=-5.73, Synergy_Bliss=-0.307, Synergy_Loewe=4.05, Synergy_HSA=5.78.